Dataset: Catalyst prediction with 721,799 reactions and 888 catalyst types from USPTO. Task: Predict which catalyst facilitates the given reaction. (1) Reactant: [Cl:1][C:2]1[CH:10]=[CH:9][CH:8]=[CH:7][C:3]=1[CH2:4][C:5]#[N:6].C(=O)([O-])[O-].[K+].[K+].Cl[C:18]1[N:23]=[CH:22][CH:21]=[CH:20][N:19]=1. Product: [Cl:1][C:2]1[CH:10]=[CH:9][CH:8]=[CH:7][C:3]=1[CH:4]([C:18]1[N:23]=[CH:22][CH:21]=[CH:20][N:19]=1)[C:5]#[N:6]. The catalyst class is: 35. (2) Reactant: [CH:1]([C:3]1[CH:8]=[CH:7][C:6]([C:9]2[CH:14]=[CH:13][CH:12]=[C:11]([CH2:15][N:16]([CH3:25])[C:17](=[O:24])[C:18]3[CH:23]=[CH:22][CH:21]=[CH:20][CH:19]=3)[CH:10]=2)=[CH:5][CH:4]=1)=O.[S:26]1[CH2:30][C:29](=[O:31])[NH:28][C:27]1=[O:32].C(O)(=O)C.N1CCCCC1.C1(C)C=CC=CC=1. Product: [O:32]=[C:27]1[NH:28][C:29](=[O:31])[C:30](=[CH:1][C:3]2[CH:4]=[CH:5][C:6]([C:9]3[CH:14]=[CH:13][CH:12]=[C:11]([CH2:15][N:16]([CH3:25])[C:17](=[O:24])[C:18]4[CH:19]=[CH:20][CH:21]=[CH:22][CH:23]=4)[CH:10]=3)=[CH:7][CH:8]=2)[S:26]1. The catalyst class is: 6. (3) Reactant: [F:1][C:2]([F:28])([F:27])[C@H:3]1[CH2:8][CH2:7][C@H:6]([NH:9][C:10](=[O:26])[C:11]2[C:16]([C:17]34[CH2:22][CH:21]3[CH2:20][NH:19][CH2:18]4)=[C:15](N)[C:14]([NH:24][CH3:25])=[CH:13][CH:12]=2)[CH2:5][CH2:4]1.[C:29]([O:33][C:34](=[O:48])[NH:35][CH2:36][C:37]1[CH:42]=[CH:41][C:40]([Cl:43])=[C:39]([N:44]=[C:45]=S)[C:38]=1[Cl:47])([CH3:32])([CH3:31])[CH3:30].CC(C)[N:51]=C=NC(C)C. Product: [F:1][C:2]([F:28])([F:27])[C@H:3]1[CH2:8][CH2:7][C@H:6]([NH:9][C:10]([C:11]2[C:16]([C:17]34[CH2:22][CH:21]3[CH2:20][NH:19][CH2:18]4)=[CH:15][C:14]3[N:24]([CH3:25])[C:45]([NH:44][C:39]4[C:40]([Cl:43])=[CH:41][CH:42]=[C:37]([CH2:36][NH:35][C:34]([O:33][C:29]([CH3:32])([CH3:31])[CH3:30])=[O:48])[C:38]=4[Cl:47])=[N:51][C:13]=3[CH:12]=2)=[O:26])[CH2:5][CH2:4]1. The catalyst class is: 23. (4) Reactant: [N:1]([CH2:4][C@H:5]1[O:11][CH:8]([O:9][CH3:10])[C@H:7](OS(C(F)(F)F)(=O)=O)[C@H:6]1[O:20][CH2:21][CH3:22])=[N+]=[N-]. Product: [CH2:21]([O:20][C@H:6]1[C@H:5]2[CH2:4][NH:1][C@@H:7]1[CH:8]([O:11]2)[O:9][CH3:10])[CH3:22]. The catalyst class is: 78. (5) Reactant: Br[CH:2](Br)[C:3]1[CH:7]=[C:6]([C:8]([O:10]CC)=[O:9])[N:5]([C:13]2[CH:18]=[CH:17][C:16]([O:19][CH3:20])=[CH:15][CH:14]=2)[N:4]=1.[OH-:22].[Li+]. Product: [CH:2]([C:3]1[CH:7]=[C:6]([C:8]([OH:10])=[O:9])[N:5]([C:13]2[CH:18]=[CH:17][C:16]([O:19][CH3:20])=[CH:15][CH:14]=2)[N:4]=1)=[O:22]. The catalyst class is: 20. (6) Reactant: [Cl:1][C:2]1[CH:7]=[CH:6][C:5]([C:8](=[O:20])[NH:9][CH:10]([C:14]2[CH:19]=[CH:18][CH:17]=[CH:16][CH:15]=2)[CH2:11][CH2:12][OH:13])=[CH:4][C:3]=1[NH:21][C:22]([C:24]1[C:35](=[O:36])[NH:34][C:27]2[N:28]=[C:29](SC)[N:30]=[CH:31][C:26]=2[CH:25]=1)=[O:23].CO.[CH2:39]1COCC1.O[O:45][S:46]([O-:48])=O.[K+]. Product: [Cl:1][C:2]1[CH:7]=[CH:6][C:5]([C:8](=[O:20])[NH:9][CH:10]([C:14]2[CH:15]=[CH:16][CH:17]=[CH:18][CH:19]=2)[CH2:11][CH2:12][OH:13])=[CH:4][C:3]=1[NH:21][C:22]([C:24]1[C:35](=[O:36])[NH:34][C:27]2[N:28]=[C:29]([S:46]([CH3:39])(=[O:48])=[O:45])[N:30]=[CH:31][C:26]=2[CH:25]=1)=[O:23]. The catalyst class is: 6. (7) Reactant: [Cl:1][CH2:2][C:3](Cl)=[O:4].Cl.[NH2:7][C@@H:8]([CH2:29][CH2:30][C:31]1[CH:36]=[CH:35][CH:34]=[CH:33][CH:32]=1)[C:9]([N:11]1[CH2:16][CH2:15][CH:14]([N:17]2[C:25]3[C:20](=[CH:21][CH:22]=[CH:23][CH:24]=3)[C:19]([CH3:27])([CH3:26])[C:18]2=[O:28])[CH2:13][CH2:12]1)=[O:10].C(N(CC)CC)C. Product: [Cl:1][CH2:2][C:3]([NH:7][C@@H:8]([CH2:29][CH2:30][C:31]1[CH:32]=[CH:33][CH:34]=[CH:35][CH:36]=1)[C:9]([N:11]1[CH2:12][CH2:13][CH:14]([N:17]2[C:25]3[C:20](=[CH:21][CH:22]=[CH:23][CH:24]=3)[C:19]([CH3:27])([CH3:26])[C:18]2=[O:28])[CH2:15][CH2:16]1)=[O:10])=[O:4]. The catalyst class is: 4.